Predict the reactants needed to synthesize the given product. From a dataset of Full USPTO retrosynthesis dataset with 1.9M reactions from patents (1976-2016). (1) The reactants are: [CH3:1][O:2][C:3]1[CH:4]=[C:5]([NH:11][C:12]2[C:13]([NH:22][S:23]([C:26]3[CH:27]=[N:28][CH:29]=[CH:30][CH:31]=3)(=[O:25])=[O:24])=[N:14][C:15]3[C:20]([N:21]=2)=[CH:19][CH:18]=[CH:17][CH:16]=3)[CH:6]=[C:7]([O:9][CH3:10])[CH:8]=1.CS(C)=[O:34].[OH-].[Na+].Cl. Given the product [CH3:10][O:9][C:7]1[CH:6]=[C:5]([NH:11][C:12]2[C:13]([NH:22][S:23]([C:26]3[CH:31]=[CH:30][C:29](=[O:34])[NH:28][CH:27]=3)(=[O:24])=[O:25])=[N:14][C:15]3[C:20]([N:21]=2)=[CH:19][CH:18]=[CH:17][CH:16]=3)[CH:4]=[C:3]([O:2][CH3:1])[CH:8]=1, predict the reactants needed to synthesize it. (2) Given the product [ClH:1].[O:13]1[CH2:18][CH2:17][N:16]([CH2:19][CH2:20][CH2:21][NH:22][C:2]2[CH:3]=[CH:4][C:5]3[N:6]([C:8]([CH2:11][OH:12])=[CH:9][N:10]=3)[N:7]=2)[CH2:15][CH2:14]1, predict the reactants needed to synthesize it. The reactants are: [Cl:1][C:2]1[CH:3]=[CH:4][C:5]2[N:6]([C:8]([CH2:11][OH:12])=[CH:9][N:10]=2)[N:7]=1.[O:13]1[CH2:18][CH2:17][N:16]([CH2:19][CH2:20][CH2:21][NH2:22])[CH2:15][CH2:14]1.Cl. (3) Given the product [NH2:2][C:3]1[N:8]=[C:7]2[N:9]([CH3:21])[N:10]=[C:11]([C:12]3[CH:17]=[C:16]([F:18])[C:15]([OH:19])=[C:14]([CH:13]=3)[C:22]#[N:23])[C:6]2=[CH:5][N:4]=1, predict the reactants needed to synthesize it. The reactants are: Br.[NH2:2][C:3]1[N:8]=[C:7]2[N:9]([CH3:21])[N:10]=[C:11]([C:12]3[CH:17]=[C:16]([F:18])[C:15]([OH:19])=[C:14](Br)[CH:13]=3)[C:6]2=[CH:5][N:4]=1.[CH3:22][N:23](C=O)C. (4) Given the product [C:1]([O:5][C:6]([N:8]1[CH2:13][CH2:12][CH2:11][C@:10]([C:14](=[O:16])[NH2:27])([CH2:33][CH2:34][C:35]2[CH:40]=[CH:39][CH:38]=[CH:37][CH:36]=2)[N:9]1[C:17]([O:19][C:20]([CH3:22])([CH3:23])[CH3:21])=[O:18])=[O:7])([CH3:3])([CH3:2])[CH3:4], predict the reactants needed to synthesize it. The reactants are: [C:1]([O:5][C:6]([N:8]1[CH2:13][CH2:12][CH2:11][C@@H:10]([C:14]([OH:16])=O)[N:9]1[C:17]([O:19][C:20]([CH3:23])([CH3:22])[CH3:21])=[O:18])=[O:7])([CH3:4])([CH3:3])[CH3:2].C([N:27](C(C)C)CC)(C)C.[CH2:33](N)[CH2:34][C:35]1[CH:40]=[CH:39][CH:38]=[CH:37][CH:36]=1.C1C=CC2N(O)N=NC=2C=1.CN(C(ON1N=NC2C=CC=CC1=2)=[N+](C)C)C.F[P-](F)(F)(F)(F)F. (5) Given the product [OH:19][C:5]1[C:6]([CH2:16][CH2:17][CH3:18])=[C:7]([SH:10])[CH:8]=[CH:9][C:4]=1[C:1](=[O:3])[CH3:2], predict the reactants needed to synthesize it. The reactants are: [C:1]([C:4]1[CH:9]=[CH:8][C:7]([S:10]C(=O)N(C)C)=[C:6]([CH2:16][CH2:17][CH3:18])[C:5]=1[OH:19])(=[O:3])[CH3:2].[OH-].[K+].C(O)C.Cl.